Dataset: Experimentally validated miRNA-target interactions with 360,000+ pairs, plus equal number of negative samples. Task: Binary Classification. Given a miRNA mature sequence and a target amino acid sequence, predict their likelihood of interaction. The miRNA is hsa-miR-511-5p with sequence GUGUCUUUUGCUCUGCAGUCA. The protein sequence of the target gene is MLRMKLPLKPTHPAEPPPEAEEPEADARPGAKAPSRRRRDCRPPPPPPPPAGPSRGPLPPPPPPRGLGPPVAGGAAAGAGMPGGGGGPSAALREQERVYEWFGLVLGSAQRLEFMCGLLDLCNPLELRFLGSCLEDLARKDYHYLRDSEAKANGLSDPGPLADFREPAVRSRLIVYLALLGSENREAAGRLHRLLPQVDSVLKSLRAARGEGSRGGAEDERGEDGDGEQDAEKDGSGPEGGIVEPRVGGGLGSRAQEELLLLFTMASLHPAFSFHQRVTLREHLERLRAALRGGPEDAEV.... Result: 0 (no interaction).